Dataset: Forward reaction prediction with 1.9M reactions from USPTO patents (1976-2016). Task: Predict the product of the given reaction. (1) Given the reactants COC(C1C=C(COC[C@@H:14]([NH:17][C:18](=[O:44])[C@H:19]([CH2:36][C:37]2[CH:42]=[CH:41][CH:40]=[C:39]([CH3:43])[CH:38]=2)[NH:20][C:21](=[O:35])[CH:22]([C:29]2[CH:34]=[CH:33][CH:32]=[CH:31][CH:30]=2)[C:23]2[CH:28]=[CH:27][CH:26]=[CH:25][CH:24]=2)[C:15]#[N:16])C=CC=1)=O.O.[OH:46]N1C2C=CC=CC=2N=N1.CN1CCOCC1.CN(C)CCCN=C=NCC.Cl.[C:75]([S:94][CH2:95][C@@H](C(N)=O)N)([C:88]1[CH:93]=[CH:92][CH:91]=[CH:90][CH:89]=1)([C:82]1[CH:87]=[CH:86][CH:85]=[CH:84][CH:83]=1)[C:76]1[CH:81]=[CH:80][CH:79]=[CH:78][CH:77]=1, predict the reaction product. The product is: [CH3:43][C:39]1[CH:38]=[C:37]([CH:42]=[CH:41][CH:40]=1)[CH2:36][C@@H:19]([C:18]([NH:17][C:14](=[O:46])[C@H:15]([CH2:95][S:94][C:75]([C:76]1[CH:81]=[CH:80][CH:79]=[CH:78][CH:77]=1)([C:88]1[CH:89]=[CH:90][CH:91]=[CH:92][CH:93]=1)[C:82]1[CH:83]=[CH:84][CH:85]=[CH:86][CH:87]=1)[NH2:16])=[O:44])[NH:20][C:21](=[O:35])[CH:22]([C:29]1[CH:34]=[CH:33][CH:32]=[CH:31][CH:30]=1)[C:23]1[CH:24]=[CH:25][CH:26]=[CH:27][CH:28]=1. (2) The product is: [CH3:1][C:2]1[N:6]2[C:7]3[CH:13]=[C:12]([CH3:14])[NH:11][C:8]=3[CH:9]=[C:10]([N+:30]([O-:31])=[O:29])[C:5]2=[N:4][N:3]=1. Given the reactants [CH3:1][C:2]1[N:6]2[C:7]3[CH:13]=[C:12]([CH3:14])[N:11](S(C4C=CC=CC=4)(=O)=O)[C:8]=3[CH:9]=[CH:10][C:5]2=[N:4][N:3]=1.F[B-](F)(F)F.[O:29]=[N+:30]=[O:31].[OH-].[K+].Cl, predict the reaction product. (3) Given the reactants [CH3:1][O:2][C:3]1[CH:8]=[CH:7][CH:6]=[CH:5][C:4]=1[CH:9]([C:11]1[CH:16]=[CH:15][CH:14]=[CH:13][C:12]=1[O:17][CH3:18])[OH:10], predict the reaction product. The product is: [CH3:18][O:17][C:12]1[CH:13]=[CH:14][CH:15]=[CH:16][C:11]=1[C:9]([C:4]1[CH:5]=[CH:6][CH:7]=[CH:8][C:3]=1[O:2][CH3:1])=[O:10].